Task: Predict the product of the given reaction.. Dataset: Forward reaction prediction with 1.9M reactions from USPTO patents (1976-2016) (1) Given the reactants [F:1][C:2]1[CH:3]=[CH:4][C:5]2[N:10]([C:11]3[CH:16]=[CH:15][CH:14]=[CH:13][C:12]=3[F:17])[S:9](=[O:19])(=[O:18])[NH:8][CH2:7][C:6]=2[CH:20]=1.[Br:21][CH2:22][CH2:23][CH2:24][CH2:25]O, predict the reaction product. The product is: [Br:21][CH2:22][CH2:23][CH2:24][CH2:25][N:8]1[CH2:7][C:6]2[CH:20]=[C:2]([F:1])[CH:3]=[CH:4][C:5]=2[N:10]([C:11]2[CH:16]=[CH:15][CH:14]=[CH:13][C:12]=2[F:17])[S:9]1(=[O:19])=[O:18]. (2) Given the reactants C([O:3][C:4]([C:6]1[C:7]([O:23][CH2:24][C:25]([F:28])([F:27])[F:26])=[N:8][C:9]2[C:14]([C:15]=1[C:16]1[CH:21]=[CH:20][CH:19]=[CH:18][CH:17]=1)=[CH:13][C:12]([Cl:22])=[CH:11][CH:10]=2)=[O:5])C.[OH-].[Na+], predict the reaction product. The product is: [Cl:22][C:12]1[CH:13]=[C:14]2[C:9](=[CH:10][CH:11]=1)[N:8]=[C:7]([O:23][CH2:24][C:25]([F:28])([F:26])[F:27])[C:6]([C:4]([OH:5])=[O:3])=[C:15]2[C:16]1[CH:17]=[CH:18][CH:19]=[CH:20][CH:21]=1. (3) Given the reactants C[Si]([C:5]#[C:6][C:7]1[CH:8]=[C:9]2[CH:15]=[CH:14][NH:13][C:10]2=[N:11][CH:12]=1)(C)C.C(=O)([O-])[O-].[K+].[K+], predict the reaction product. The product is: [C:6]([C:7]1[CH:8]=[C:9]2[CH:15]=[CH:14][NH:13][C:10]2=[N:11][CH:12]=1)#[CH:5]. (4) Given the reactants [NH2:1][CH:2]1[CH2:8][CH:7]2[N:9]([C:10]([O:12][C:13]([CH3:16])([CH3:15])[CH3:14])=[O:11])[CH:4]([CH2:5][CH2:6]2)[CH2:3]1.[C:17](Cl)(=[O:28])[O:18][CH2:19][C:20]1[CH:25]=[C:24]([Cl:26])[CH:23]=[C:22]([Cl:27])[CH:21]=1.[OH-].[Na+], predict the reaction product. The product is: [Cl:26][C:24]1[CH:25]=[C:20]([CH:21]=[C:22]([Cl:27])[CH:23]=1)[CH2:19][O:18][C:17]([NH:1][CH:2]1[CH2:3][CH:4]2[N:9]([C:10]([O:12][C:13]([CH3:16])([CH3:15])[CH3:14])=[O:11])[CH:7]([CH2:6][CH2:5]2)[CH2:8]1)=[O:28]. (5) Given the reactants [O:1]=[C:2]1[NH:6][C:5](C(OCC)=O)([C:7](OCC)=[O:8])[C:4]([NH:17][C:18](=[S:32])[NH:19][C:20]2[CH:25]=[CH:24][C:23]([O:26][CH2:27][C:28]([F:31])([F:30])[F:29])=[CH:22][CH:21]=2)=[CH:3]1.[OH-].[Na+].Cl, predict the reaction product. The product is: [S:32]=[C:18]1[NH:17][C:4]2=[CH:3][C:2](=[O:1])[NH:6][CH:5]2[C:7](=[O:8])[N:19]1[C:20]1[CH:21]=[CH:22][C:23]([O:26][CH2:27][C:28]([F:31])([F:30])[F:29])=[CH:24][CH:25]=1. (6) The product is: [NH2:7][CH:8]1[CH2:13][CH2:12][N:11]([C:14]2[CH:15]=[N:16][CH:17]=[C:18]([C:20]#[N:21])[CH:19]=2)[CH2:10][CH2:9]1. Given the reactants C(OC(=O)[NH:7][CH:8]1[CH2:13][CH2:12][N:11]([C:14]2[CH:15]=[N:16][CH:17]=[C:18]([C:20]#[N:21])[CH:19]=2)[CH2:10][CH2:9]1)(C)(C)C.Cl, predict the reaction product. (7) Given the reactants [N:1]1[CH:6]=[CH:5][CH:4]=[CH:3][C:2]=1[C:7]1[N:8]=[C:9]([NH:12][C:13](=[O:21])OC2C=CC=CC=2)[S:10][CH:11]=1.C(N(C(C)C)CC)(C)C.[Cl:31][C:32]1[CH:33]=[C:34]([N:39]2[CH2:43][C:42]3([CH2:48][CH2:47][NH:46][CH2:45][CH2:44]3)[O:41][C:40]2=[O:49])[CH:35]=[CH:36][C:37]=1[Cl:38], predict the reaction product. The product is: [Cl:31][C:32]1[CH:33]=[C:34]([N:39]2[CH2:43][C:42]3([CH2:44][CH2:45][N:46]([C:13]([NH:12][C:9]4[S:10][CH:11]=[C:7]([C:2]5[CH:3]=[CH:4][CH:5]=[CH:6][N:1]=5)[N:8]=4)=[O:21])[CH2:47][CH2:48]3)[O:41][C:40]2=[O:49])[CH:35]=[CH:36][C:37]=1[Cl:38].